From a dataset of Peptide-MHC class II binding affinity with 134,281 pairs from IEDB. Regression. Given a peptide amino acid sequence and an MHC pseudo amino acid sequence, predict their binding affinity value. This is MHC class II binding data. (1) The binding affinity (normalized) is 0.317. The peptide sequence is PFLCRNRTKTEGFIF. The MHC is DRB1_0101 with pseudo-sequence DRB1_0101. (2) The peptide sequence is GVWTFDSEEPLQGPF. The MHC is HLA-DPA10103-DPB10201 with pseudo-sequence HLA-DPA10103-DPB10201. The binding affinity (normalized) is 0.583.